This data is from Full USPTO retrosynthesis dataset with 1.9M reactions from patents (1976-2016). The task is: Predict the reactants needed to synthesize the given product. (1) Given the product [F:10][C:11]1[CH:12]=[C:13]([C:24]2[CH:25]=[CH:26][CH:27]=[CH:28][CH:29]=2)[CH:14]=[CH:15][C:16]=1[C:17]1[C:18]2=[N:23][S:6](=[O:8])(=[O:7])[CH2:5][CH2:4][N:19]2[CH:20]=[CH:21][CH:22]=1, predict the reactants needed to synthesize it. The reactants are: [H-].[Na+].Cl[CH2:4][CH2:5][S:6](Cl)(=[O:8])=[O:7].[F:10][C:11]1[CH:12]=[C:13]([C:24]2[CH:29]=[CH:28][CH:27]=[CH:26][CH:25]=2)[CH:14]=[CH:15][C:16]=1[C:17]1[C:18]([NH2:23])=[N:19][CH:20]=[CH:21][CH:22]=1.O. (2) Given the product [CH2:1]([O:5][C:6]1[CH:13]=[CH:12][C:11]([O:14][C:15]([F:18])([F:17])[F:16])=[CH:10][C:7]=1[CH2:8][OH:9])[CH:2]([CH3:4])[CH3:3], predict the reactants needed to synthesize it. The reactants are: [CH2:1]([O:5][C:6]1[CH:13]=[CH:12][C:11]([O:14][C:15]([F:18])([F:17])[F:16])=[CH:10][C:7]=1[CH:8]=[O:9])[CH:2]([CH3:4])[CH3:3].[BH4-].[Na+]. (3) Given the product [CH2:11]([C@@:14]1([CH3:41])[CH2:19][C@H:18]([C:20]2[CH:25]=[CH:24][CH:23]=[C:22]([Cl:26])[CH:21]=2)[C@@H:17]([C:27]2[CH:28]=[CH:29][C:30]([Cl:33])=[CH:31][CH:32]=2)[N:16]([C@@H:34]([CH2:38][CH3:39])[C:35](=[O:37])[CH3:36])[C:15]1=[O:40])[CH:12]=[CH2:13], predict the reactants needed to synthesize it. The reactants are: C(Cl)(=O)C(Cl)=O.CS(C)=O.[CH2:11]([C@@:14]1([CH3:41])[CH2:19][C@H:18]([C:20]2[CH:25]=[CH:24][CH:23]=[C:22]([Cl:26])[CH:21]=2)[C@@H:17]([C:27]2[CH:32]=[CH:31][C:30]([Cl:33])=[CH:29][CH:28]=2)[N:16]([C@@H:34]([CH2:38][CH3:39])[CH:35]([OH:37])[CH3:36])[C:15]1=[O:40])[CH:12]=[CH2:13].C(N(CC)CC)C. (4) Given the product [CH3:1][C:2]1[CH:3]=[CH:4][C:5]([N:8]2[C:16]3[C:11](=[CH:12][C:13]([N:17]4[C:19]5=[N:20][CH:21]=[CH:22][CH:23]=[C:24]5[NH:25][C:26]4=[O:27])=[CH:14][CH:15]=3)[CH:10]=[N:9]2)=[N:6][CH:7]=1, predict the reactants needed to synthesize it. The reactants are: [CH3:1][C:2]1[CH:3]=[CH:4][C:5]([N:8]2[C:16]3[C:11](=[CH:12][C:13]([NH2:17])=[CH:14][CH:15]=3)[CH:10]=[N:9]2)=[N:6][CH:7]=1.Cl[C:19]1[C:24]([NH:25][C:26](=O)[O:27]C(C)(C)C)=[CH:23][CH:22]=[CH:21][N:20]=1.CC1(C)C2C(=C(P(C3C=CC=CC=3)C3C=CC=CC=3)C=CC=2)OC2C(P(C3C=CC=CC=3)C3C=CC=CC=3)=CC=CC1=2.CC(C)([O-])C.[Na+]. (5) Given the product [C:1]([NH:5][CH2:6][CH:7]([OH:27])[CH2:8][CH2:9][N:10]1[C:14]2[CH:15]=[CH:16][CH:17]=[CH:18][C:13]=2[N:12]([C:19]2[CH:20]=[CH:21][CH:22]=[CH:23][CH:24]=2)[S:11]1(=[O:26])=[O:25])([CH3:4])([CH3:2])[CH3:3].[C:31]([O:30][C:28](=[O:29])[NH2:5])([CH3:34])([CH3:33])[CH3:32], predict the reactants needed to synthesize it. The reactants are: [C:1]([NH:5][CH2:6][CH:7]([OH:27])[CH2:8][CH2:9][N:10]1[C:14]2[CH:15]=[CH:16][CH:17]=[CH:18][C:13]=2[N:12]([C:19]2[CH:24]=[CH:23][CH:22]=[CH:21][CH:20]=2)[S:11]1(=[O:26])=[O:25])([CH3:4])([CH3:3])[CH3:2].[C:28](O[C:28]([O:30][C:31]([CH3:34])([CH3:33])[CH3:32])=[O:29])([O:30][C:31]([CH3:34])([CH3:33])[CH3:32])=[O:29]. (6) Given the product [NH2:20][S:17]([C:11]1[C:10]([Cl:21])=[CH:9][C:8]([NH:7][CH2:6][C:3]2[O:4][CH:5]=[CH:1][CH:2]=2)=[C:13]([CH:12]=1)[C:14]([O:16][CH2:22][C:23]1[CH:28]=[CH:27][CH:26]=[CH:25][CH:24]=1)=[O:15])(=[O:19])=[O:18], predict the reactants needed to synthesize it. The reactants are: [CH:1]1[CH:2]=[C:3]([CH2:6][NH:7][C:8]2[C:13]([C:14]([OH:16])=[O:15])=[CH:12][C:11]([S:17]([NH2:20])(=[O:19])=[O:18])=[C:10]([Cl:21])[CH:9]=2)[O:4][CH:5]=1.[CH2:22](Cl)[C:23]1[CH:28]=[CH:27][CH:26]=[CH:25][CH:24]=1. (7) Given the product [F:1][C:2]1[CH:7]=[CH:6][CH:5]=[CH:4][C:3]=1[CH2:8][CH2:9][NH:11][CH2:12][CH2:13][O:14][C:15]1[CH:16]=[CH:17][C:18]([CH:21]2[CH2:26][CH2:25][N:24]([C:27]([O:29][CH2:30][C:31]3[CH:36]=[CH:35][CH:34]=[CH:33][CH:32]=3)=[O:28])[CH2:23][CH:22]2[O:37][CH2:38][C:39]2[CH:40]=[CH:41][C:42]3[O:47][CH2:46][CH2:45][N:44]([CH2:48][CH2:49][CH2:50][O:51][CH3:52])[C:43]=3[CH:53]=2)=[CH:19][CH:20]=1, predict the reactants needed to synthesize it. The reactants are: [F:1][C:2]1[CH:7]=[CH:6][CH:5]=[CH:4][C:3]=1[CH2:8][C:9]([NH:11][CH2:12][CH2:13][O:14][C:15]1[CH:20]=[CH:19][C:18]([CH:21]2[CH2:26][CH2:25][N:24]([C:27]([O:29][CH2:30][C:31]3[CH:36]=[CH:35][CH:34]=[CH:33][CH:32]=3)=[O:28])[CH2:23][CH:22]2[O:37][CH2:38][C:39]2[CH:40]=[CH:41][C:42]3[O:47][CH2:46][CH2:45][N:44]([CH2:48][CH2:49][CH2:50][O:51][CH3:52])[C:43]=3[CH:53]=2)=[CH:17][CH:16]=1)=O.B#B.O1CCCC1. (8) Given the product [CH3:8][C:9]([C:4]1[CH:5]=[CH:6][C:1]([O:7][C:1]2[CH:6]=[CH:5][CH:4]=[CH:3][CH:2]=2)=[CH:2][CH:3]=1)=[O:10], predict the reactants needed to synthesize it. The reactants are: [C:1]1([OH:7])[CH:6]=[CH:5][CH:4]=[CH:3][CH:2]=1.[CH3:8][C:9](N(C)C)=[O:10]. (9) The reactants are: [CH3:1][S:2]([CH2:5][CH2:6][CH2:7][O:8][C:9]1[C:10]([CH3:19])=[C:11]2[N:16]([CH:17]=1)[N:15]=[CH:14][N:13]=[C:12]2[OH:18])(=[O:4])=[O:3].O=P(Cl)(Cl)Cl.[F:25][C:26]1[C:34](O)=[CH:33][CH:32]=[C:31]2[C:27]=1[CH:28]=[C:29]([CH3:36])[NH:30]2.[H-].[Na+]. Given the product [F:25][C:26]1[C:34]([O:18][C:12]2[C:11]3=[C:10]([CH3:19])[C:9]([O:8][CH2:7][CH2:6][CH2:5][S:2]([CH3:1])(=[O:4])=[O:3])=[CH:17][N:16]3[N:15]=[CH:14][N:13]=2)=[CH:33][CH:32]=[C:31]2[C:27]=1[CH:28]=[C:29]([CH3:36])[NH:30]2, predict the reactants needed to synthesize it.